From a dataset of Full USPTO retrosynthesis dataset with 1.9M reactions from patents (1976-2016). Predict the reactants needed to synthesize the given product. (1) Given the product [ClH:1].[I:9][C:10]1[CH:17]=[CH:16][C:13]([CH2:14][NH:2][CH2:3][C:4]([O:6][CH2:7][CH3:8])=[O:5])=[CH:12][CH:11]=1, predict the reactants needed to synthesize it. The reactants are: [ClH:1].[NH2:2][CH2:3][C:4]([O:6][CH2:7][CH3:8])=[O:5].[I:9][C:10]1[CH:17]=[CH:16][C:13]([CH2:14]Br)=[CH:12][CH:11]=1.C([O-])([O-])=O.[K+].[K+].Cl. (2) Given the product [O:4]=[C:5]1[C:11]2[CH:12]=[CH:13][CH:14]=[CH:15][C:10]=2[N:9]([C:16]([NH2:18])=[O:17])[C:8]2[CH:19]=[CH:20][CH:21]=[CH:22][C:7]=2[CH2:6]1, predict the reactants needed to synthesize it. The reactants are: C([O:4][C@@H:5]1[C:11]2[CH:12]=[CH:13][CH:14]=[CH:15][C:10]=2[N:9]([C:16]([NH2:18])=[O:17])[C:8]2[CH:19]=[CH:20][CH:21]=[CH:22][C:7]=2[CH2:6]1)(=O)C.C(O[C@H]1C2C=CC=CC=2N(C(N)=O)C2C=CC=CC=2C1)(=O)C.O[C@@H]1C2C=CC=CC=2N(C(N)=O)C2C=CC=CC=2C1.O[C@H]1C2C=CC=CC=2N(C(N)=O)C2C=CC=CC=2C1. (3) Given the product [CH3:10][C:11]([CH3:20])([CH3:19])[C:12]([NH:14][CH2:15][CH2:16][CH:17]=[O:18])=[O:13], predict the reactants needed to synthesize it. The reactants are: CC(C)(C)C(Cl)=O.CO[CH2:10][C:11]([CH2:20]OC)([CH3:19])[C:12]([NH:14][CH2:15][CH2:16][CH:17]=[O:18])=[O:13]. (4) Given the product [CH3:1][O:2][C:3]1[CH:4]=[CH:5][CH:6]=[C:7]2[C:12]=1[N:11]([CH3:17])[C:10](=[O:13])[CH:9]=[C:8]2[CH3:14], predict the reactants needed to synthesize it. The reactants are: [CH3:1][O:2][C:3]1[CH:4]=[CH:5][CH:6]=[C:7]2[C:12]=1[NH:11][C:10](=[O:13])[CH:9]=[C:8]2[CH3:14].[H-].[Na+].[CH3:17]I. (5) Given the product [F:10][C:11]1[CH:12]=[C:13]2[C:17](=[CH:18][CH:19]=1)[NH:16][CH:15]=[C:14]2[CH2:20][CH2:21][CH2:22][N:23]([CH2:38][CH2:39][CH3:40])[CH:24]1[CH2:37][O:36][C:35]2[C:26](=[C:27]3[C:32](=[CH:33][CH:34]=2)[N:31]=[CH:30][CH:29]=[CH:28]3)[CH2:25]1, predict the reactants needed to synthesize it. The reactants are: Cl.Cl.CCOCC.Cl.Cl.[F:10][C:11]1[CH:12]=[C:13]2[C:17](=[CH:18][CH:19]=1)[NH:16][CH:15]=[C:14]2[CH2:20][CH2:21][CH2:22][N:23]([CH2:38][CH2:39][CH3:40])[CH:24]1[CH2:37][O:36][C:35]2[C:26](=[C:27]3[C:32](=[CH:33][CH:34]=2)[N:31]=[CH:30][CH:29]=[CH:28]3)[CH2:25]1. (6) Given the product [Br:20][CH2:15][C:14]([C:10]1[C:11]([CH3:13])=[CH:12][C:7]([O:6][C:5]2[CH:18]=[CH:19][C:2]([F:1])=[CH:3][CH:4]=2)=[CH:8][C:9]=1[CH3:17])=[O:16], predict the reactants needed to synthesize it. The reactants are: [F:1][C:2]1[CH:19]=[CH:18][C:5]([O:6][C:7]2[CH:12]=[C:11]([CH3:13])[C:10]([C:14](=[O:16])[CH3:15])=[C:9]([CH3:17])[CH:8]=2)=[CH:4][CH:3]=1.[Br-:20].[Br-].[Br-].C([N+](CCCC)(CCCC)CCCC)CCC.C([N+](CCCC)(CCCC)CCCC)CCC.C([N+](CCCC)(CCCC)CCCC)CCC. (7) Given the product [C:20]([CH2:19][CH:18]([N:10]1[CH:11]=[C:12]([C:13]([NH2:15])=[O:14])[C:8]([NH:7][C:1]2[CH:2]=[CH:3][CH:4]=[CH:5][CH:6]=2)=[N:9]1)[C:17]([F:23])([F:22])[F:16])#[N:21], predict the reactants needed to synthesize it. The reactants are: [C:1]1([NH:7][C:8]2[C:12]([C:13]([NH2:15])=[O:14])=[CH:11][NH:10][N:9]=2)[CH:6]=[CH:5][CH:4]=[CH:3][CH:2]=1.[F:16][C:17]([F:23])([F:22])[CH:18]=[CH:19][C:20]#[N:21].C1CCN2C(=NCCC2)CC1.